This data is from Full USPTO retrosynthesis dataset with 1.9M reactions from patents (1976-2016). The task is: Predict the reactants needed to synthesize the given product. (1) The reactants are: [F:1][C:2]1[C:3]([N:13]2[CH2:18][CH2:17][N:16]([CH2:19][CH2:20][C:21]3[CH:22]=[C:23]([CH:25]=[CH:26][CH:27]=3)[NH2:24])[CH2:15][CH2:14]2)=[C:4]2[C:9](=[CH:10][CH:11]=1)[N:8]=[C:7]([CH3:12])[CH:6]=[CH:5]2.[C:28](Cl)(=[O:30])[CH3:29]. Given the product [F:1][C:2]1[C:3]([N:13]2[CH2:14][CH2:15][N:16]([CH2:19][CH2:20][C:21]3[CH:22]=[C:23]([NH:24][C:28](=[O:30])[CH3:29])[CH:25]=[CH:26][CH:27]=3)[CH2:17][CH2:18]2)=[C:4]2[C:9](=[CH:10][CH:11]=1)[N:8]=[C:7]([CH3:12])[CH:6]=[CH:5]2, predict the reactants needed to synthesize it. (2) Given the product [CH3:3][O:4][C:5]1[CH:14]=[N:13][C:12]2[CH:11]=[CH:10][CH:9]=[C:8]([OH:15])[C:7]=2[N:6]=1, predict the reactants needed to synthesize it. The reactants are: [F-].[Cs+].[CH3:3][O:4][C:5]1[CH:14]=[N:13][C:12]2[C:7](=[C:8]([O:15][Si](C(C)C)(C(C)C)C(C)C)[CH:9]=[CH:10][CH:11]=2)[N:6]=1. (3) Given the product [Cl:36][C:32]1[CH:31]=[C:30]([N:25]2[C:24]([N:6]3[CH2:7][C@H:8]([S:10]([C:13]4[CH:18]=[CH:17][C:16]([F:19])=[CH:15][C:14]=4[C:20]([F:21])([F:22])[F:23])(=[O:11])=[O:12])[CH2:9][C@H:5]3[C:3]([OH:4])=[O:2])=[CH:28][C:27]([CH3:29])=[N:26]2)[CH:35]=[CH:34][N:33]=1, predict the reactants needed to synthesize it. The reactants are: C[O:2][C:3]([C@@H:5]1[CH2:9][C@@H:8]([S:10]([C:13]2[CH:18]=[CH:17][C:16]([F:19])=[CH:15][C:14]=2[C:20]([F:23])([F:22])[F:21])(=[O:12])=[O:11])[CH2:7][N:6]1[C:24]1[N:25]([C:30]2[CH:35]=[CH:34][N:33]=[C:32]([Cl:36])[CH:31]=2)[N:26]=[C:27]([CH3:29])[CH:28]=1)=[O:4].[OH-].[Li+]. (4) The reactants are: P(Cl)(Cl)(Cl)=O.[CH2:6]([O:13][C:14](=[O:29])[CH2:15][CH:16]([NH:20][C:21]([CH:23]1[CH2:28][CH2:27][CH2:26][CH2:25][CH2:24]1)=[O:22])[C:17](=O)[CH3:18])[C:7]1[CH:12]=[CH:11][CH:10]=[CH:9][CH:8]=1.O. Given the product [CH2:6]([O:13][C:14](=[O:29])[CH2:15][C:16]1[N:20]=[C:21]([CH:23]2[CH2:28][CH2:27][CH2:26][CH2:25][CH2:24]2)[O:22][C:17]=1[CH3:18])[C:7]1[CH:12]=[CH:11][CH:10]=[CH:9][CH:8]=1, predict the reactants needed to synthesize it. (5) Given the product [C:1]([O:25][CH:26]1[CH2:27][C:28]([CH3:36])([CH3:35])[N:29]([O:34][CH2:45][C:43]([C:37]2[CH:42]=[CH:41][CH:40]=[CH:39][CH:38]=2)([C:46]2[CH:51]=[CH:50][CH:49]=[CH:48][CH:47]=2)[CH3:44])[C:30]([CH3:33])([CH3:32])[CH2:31]1)(=[O:24])[CH2:2][CH2:3][CH2:4][CH2:5][CH2:6][CH2:7][CH2:8][CH2:9][C:10]([O:12][CH:13]1[CH2:14][C:15]([CH3:22])([CH3:23])[N:16]([O:21][CH2:44][C:43]([C:46]2[CH:47]=[CH:48][CH:49]=[CH:50][CH:51]=2)([C:37]2[CH:42]=[CH:41][CH:40]=[CH:39][CH:38]=2)[CH3:45])[C:17]([CH3:19])([CH3:20])[CH2:18]1)=[O:11], predict the reactants needed to synthesize it. The reactants are: [C:1]([O:25][CH:26]1[CH2:31][C:30]([CH3:33])([CH3:32])[N:29]([OH:34])[C:28]([CH3:36])([CH3:35])[CH2:27]1)(=[O:24])[CH2:2][CH2:3][CH2:4][CH2:5][CH2:6][CH2:7][CH2:8][CH2:9][C:10]([O:12][CH:13]1[CH2:18][C:17]([CH3:20])([CH3:19])[N:16]([OH:21])[C:15]([CH3:23])([CH3:22])[CH2:14]1)=[O:11].[C:37]1([C:43]([C:46]2[CH:51]=[CH:50][CH:49]=[CH:48][CH:47]=2)([CH3:45])[CH3:44])[CH:42]=[CH:41][CH:40]=[CH:39][CH:38]=1. (6) Given the product [NH2:1][C:2]1[N:3]=[C:4]([C:11]2[CH:16]=[CH:15][CH:14]=[C:13]([OH:17])[CH:12]=2)[C:5]2[C:9]([NH2:10])=[C:26]([C:27]([NH2:29])=[O:28])[S:25][C:6]=2[N:7]=1, predict the reactants needed to synthesize it. The reactants are: [NH2:1][C:2]1[N:7]=[C:6](Cl)[C:5]([C:9]#[N:10])=[C:4]([C:11]2[CH:16]=[CH:15][CH:14]=[C:13]([O:17]CC3C=CC=CC=3)[CH:12]=2)[N:3]=1.[SH:25][CH2:26][C:27]([NH2:29])=[O:28].C([O-])([O-])=O.[Na+].[Na+].CC[O-].[Na+]. (7) Given the product [C:1]([CH2:3][CH2:4][C:5]1[C:6]([O:15][CH3:16])=[N:7][CH:8]=[C:9]([CH:14]=1)[C:10]([O:12][CH3:13])=[O:11])#[N:2], predict the reactants needed to synthesize it. The reactants are: [C:1]([CH:3]=[CH:4][C:5]1[C:6]([O:15][CH3:16])=[N:7][CH:8]=[C:9]([CH:14]=1)[C:10]([O:12][CH3:13])=[O:11])#[N:2].C(O)(=O)C. (8) Given the product [Br:1][C:2]1[CH:8]=[C:7]2[C:5](=[CH:4][CH:3]=1)[NH:6][C:9]([C:10]1[CH:15]=[CH:14][CH:13]=[CH:12][CH:11]=1)=[CH:17][C:18]2=[O:19], predict the reactants needed to synthesize it. The reactants are: [Br:1][C:2]1[CH:8]=[CH:7][C:5]([NH2:6])=[CH:4][CH:3]=1.[C:9]([CH2:17][C:18](OCC)=[O:19])(=O)[C:10]1[CH:15]=[CH:14][CH:13]=[CH:12][CH:11]=1. (9) Given the product [CH2:2]([C@@:4]1([NH:13][CH2:26][C:17]2[C:18]3[C:23](=[CH:22][CH:21]=[CH:20][CH:19]=3)[CH:24]=[CH:25][C:16]=2[O:15][CH3:14])[CH2:6][C@H:5]1[C:7]1[CH:12]=[CH:11][CH:10]=[CH:9][CH:8]=1)[CH3:3], predict the reactants needed to synthesize it. The reactants are: Cl.[CH2:2]([C@@:4]1([NH2:13])[CH2:6][C@H:5]1[C:7]1[CH:12]=[CH:11][CH:10]=[CH:9][CH:8]=1)[CH3:3].[CH3:14][O:15][C:16]1[CH:25]=[CH:24][C:23]2[C:18](=[CH:19][CH:20]=[CH:21][CH:22]=2)[C:17]=1[CH:26]=O.